This data is from Forward reaction prediction with 1.9M reactions from USPTO patents (1976-2016). The task is: Predict the product of the given reaction. (1) Given the reactants [NH2:1][C:2]1[CH:3]=[CH:4][C:5]2[CH2:11][CH2:10][CH2:9][C:8](=[O:12])[NH:7][C:6]=2[CH:13]=1.Cl[C:15]1[N:20]=[C:19]([NH:21][C:22]2[C:30]([F:31])=[CH:29][CH:28]=[CH:27][C:23]=2[C:24]([NH2:26])=[O:25])[C:18]([Cl:32])=[CH:17][N:16]=1, predict the reaction product. The product is: [Cl:32][C:18]1[C:19]([NH:21][C:22]2[C:30]([F:31])=[CH:29][CH:28]=[CH:27][C:23]=2[C:24]([NH2:26])=[O:25])=[N:20][C:15]([NH:1][C:2]2[CH:3]=[CH:4][C:5]3[CH2:11][CH2:10][CH2:9][C:8](=[O:12])[NH:7][C:6]=3[CH:13]=2)=[N:16][CH:17]=1. (2) Given the reactants Cl.[O:2]=[C:3]1[NH:12][C:11]2[N:10]=[CH:9][C:8](/[CH:13]=[CH:14]/[C:15]([OH:17])=O)=[CH:7][C:6]=2[CH2:5][CH2:4]1.Cl.[NH:19]1[CH2:22][CH:21]([C:23]2[N:27]=[C:26]([CH3:28])[O:25][N:24]=2)[CH2:20]1.CCN(C(C)C)C(C)C.CCN=C=NCCCN(C)C, predict the reaction product. The product is: [CH3:28][C:26]1[O:25][N:24]=[C:23]([CH:21]2[CH2:22][N:19]([C:15](=[O:17])/[CH:14]=[CH:13]/[C:8]3[CH:7]=[C:6]4[C:11](=[N:10][CH:9]=3)[NH:12][C:3](=[O:2])[CH2:4][CH2:5]4)[CH2:20]2)[N:27]=1. (3) Given the reactants N(C(N1CCCCC1)=O)=NC(N1CCCCC1)=O.[CH2:19]([N:26]([CH3:35])[CH2:27][CH2:28][CH:29]([OH:34])[CH2:30][CH:31]([CH3:33])[CH3:32])[C:20]1[CH:25]=[CH:24][CH:23]=[CH:22][CH:21]=1.O[C:37]1[C:42]2[CH:43]=[CH:44][S:45][C:41]=2[CH:40]=[CH:39][CH:38]=1.C(P(CCCC)CCCC)CCC, predict the reaction product. The product is: [S:45]1[CH:44]=[CH:43][C:42]2[C:37]([O:34][CH:29]([CH2:30][CH:31]([CH3:32])[CH3:33])[CH2:28][CH2:27][N:26]([CH2:19][C:20]3[CH:25]=[CH:24][CH:23]=[CH:22][CH:21]=3)[CH3:35])=[CH:38][CH:39]=[CH:40][C:41]1=2. (4) Given the reactants [CH2:1]([C:4]1([C:9]([OH:11])=[O:10])[CH2:8][CH2:7][CH2:6][CH2:5]1)[CH:2]=C.CC#N.[OH2:15], predict the reaction product. The product is: [OH:15][CH:2]1[CH2:1][C:4]2([CH2:8][CH2:7][CH2:6][CH2:5]2)[C:9](=[O:11])[O:10]1. (5) Given the reactants [O:1]=[C:2]1[CH2:11][CH2:10][CH2:9][C:8]2[CH:7]=[C:6](OS(C(F)(F)F)(=O)=O)[CH:5]=[CH:4][C:3]1=2.[CH3:20][O:21][C:22]1[CH:23]=[C:24](B(O)O)[CH:25]=[CH:26][CH:27]=1, predict the reaction product. The product is: [CH3:20][O:21][C:22]1[CH:27]=[C:26]([C:6]2[CH:7]=[C:8]3[C:3](=[CH:4][CH:5]=2)[C:2](=[O:1])[CH2:11][CH2:10][CH2:9]3)[CH:25]=[CH:24][CH:23]=1. (6) Given the reactants C1CCN2C(=NCCC2)CC1.Cl.[NH:13]1[CH2:18][CH2:17][CH:16]([C:19]2[CH:23]=[C:22]([NH2:24])[NH:21][N:20]=2)[CH2:15][CH2:14]1.[Cl:25][C:26]1[N:27]=[N:28][C:29](Cl)=[CH:30][CH:31]=1.O, predict the reaction product. The product is: [Cl:25][C:26]1[N:27]=[N:28][C:29]([N:13]2[CH2:14][CH2:15][CH:16]([C:19]3[CH:23]=[C:22]([NH2:24])[NH:21][N:20]=3)[CH2:17][CH2:18]2)=[CH:30][CH:31]=1. (7) The product is: [CH2:1]([O:10][C:11](=[O:24])[C@@H:12]1[CH2:16][CH2:15][CH2:14][NH:13]1)[C:2]([C:4]1[CH:9]=[CH:8][CH:7]=[CH:6][CH:5]=1)=[O:3]. Given the reactants [CH2:1]([O:10][C:11](=[O:24])[C@@H:12]1[CH2:16][CH2:15][CH2:14][N:13]1C(OC(C)(C)C)=O)[C:2]([C:4]1[CH:9]=[CH:8][CH:7]=[CH:6][CH:5]=1)=[O:3].Cl, predict the reaction product. (8) Given the reactants [N+:1]([C:4]1[CH:5]=[C:6]([CH:11]=[C:12]([N+]([O-])=O)[CH:13]=1)[C:7]([O:9][CH3:10])=[O:8])([O-:3])=[O:2].[CH3:17][O-:18].[Na+].[Na], predict the reaction product. The product is: [CH3:17][O:18][C:12]1[CH:11]=[C:6]([CH:5]=[C:4]([N+:1]([O-:3])=[O:2])[CH:13]=1)[C:7]([O:9][CH3:10])=[O:8]. (9) Given the reactants [Cl:1][C:2]1[C:9]([OH:10])=[CH:8][C:5]([C:6]#[N:7])=[CH:4][N:3]=1.C(N(CC)C(C)C)(C)C.Cl[CH:21]([O:23][CH:24](C)Cl)C, predict the reaction product. The product is: [Cl:1][C:2]1[C:9]([O:10][CH2:21][O:23][CH3:24])=[CH:8][C:5]([C:6]#[N:7])=[CH:4][N:3]=1. (10) Given the reactants [F:1][C:2]1[CH:8]=[CH:7][C:5]([NH2:6])=[C:4]([CH3:9])[CH:3]=1.O=[CH:11][C:12]1[CH:20]=[CH:19][C:16]([O:17][CH3:18])=[C:14]([OH:15])[CH:13]=1.[BH-](OC(C)=O)(OC(C)=O)OC(C)=O.[Na+], predict the reaction product. The product is: [F:1][C:2]1[CH:8]=[CH:7][C:5]([NH:6][CH2:11][C:12]2[CH:20]=[CH:19][C:16]([O:17][CH3:18])=[C:14]([OH:15])[CH:13]=2)=[C:4]([CH3:9])[CH:3]=1.